From a dataset of Full USPTO retrosynthesis dataset with 1.9M reactions from patents (1976-2016). Predict the reactants needed to synthesize the given product. Given the product [N:1]1([C@H:5]2[CH2:8][C@H:7]([C:9]3[S:10][C:11]4[CH:17]=[C:16]([C:35]5[C:29]([CH3:30])=[N:31][C:32]([CH3:36])=[CH:33][CH:34]=5)[CH:15]=[CH:14][C:12]=4[N:13]=3)[CH2:6]2)[CH2:4][CH2:3][CH2:2]1, predict the reactants needed to synthesize it. The reactants are: [N:1]1([C@H:5]2[CH2:8][C@H:7]([C:9]3[S:10][C:11]4[CH:17]=[C:16](Br)[CH:15]=[CH:14][C:12]=4[N:13]=3)[CH2:6]2)[CH2:4][CH2:3][CH2:2]1.BrC1C=CC2N=C([C@H]3[CH2:30][C@H:29]([N:31]4[CH2:35][CH2:34][CH2:33][C@H:32]4[CH3:36])C3)SC=2C=1.CC1C(B2OC(C)(C)C(C)(C)O2)=CC=C(C)N=1.N1C=C(B(O)O)C=NC=1.